Dataset: Forward reaction prediction with 1.9M reactions from USPTO patents (1976-2016). Task: Predict the product of the given reaction. Given the reactants [Br:1]N1C(=O)CCC1=O.[I:9][C:10]1[CH:15]=[C:14]([Br:16])[CH:13]=[CH:12][C:11]=1[CH3:17], predict the reaction product. The product is: [I:9][C:10]1[CH:15]=[C:14]([Br:16])[CH:13]=[CH:12][C:11]=1[CH2:17][Br:1].